This data is from Reaction yield outcomes from USPTO patents with 853,638 reactions. The task is: Predict the reaction yield, written as a fraction of the theoretical maximum amount of product (1.0 means a 100% yield; for example, 0.34 means a 34% yield). The reactants are [NH:1]1[CH:5]=[C:4]([C:6]2[C:7]([NH2:13])=[N:8][C:9]([NH2:12])=[CH:10][CH:11]=2)[CH:3]=[N:2]1.[H-].[Na+].Cl[CH2:17][C:18]1[CH:31]=[CH:30][C:21]([CH2:22][O:23][C:24]2[CH:29]=[CH:28][CH:27]=[CH:26][N:25]=2)=[CH:20][CH:19]=1. The catalyst is CN(C)C=O. The product is [N:25]1[CH:26]=[CH:27][CH:28]=[CH:29][C:24]=1[O:23][CH2:22][C:21]1[CH:20]=[CH:19][C:18]([CH2:17][N:1]2[CH:5]=[C:4]([C:6]3[C:7]([NH2:13])=[N:8][C:9]([NH2:12])=[CH:10][CH:11]=3)[CH:3]=[N:2]2)=[CH:31][CH:30]=1. The yield is 0.430.